This data is from Catalyst prediction with 721,799 reactions and 888 catalyst types from USPTO. The task is: Predict which catalyst facilitates the given reaction. Reactant: [NH2:1][C:2]1[C:3]2[C:10]([C:11]3[CH:16]=[CH:15][C:14]([O:17][C:18]4[CH:23]=[CH:22][CH:21]=[CH:20][CH:19]=4)=[CH:13][CH:12]=3)=[CH:9][N:8]([CH:24]3[CH2:28][CH2:27][CH:26]([OH:29])[CH2:25]3)[C:4]=2[N:5]=[CH:6][N:7]=1.[C:30]([O:34][C:35]([NH:37][CH2:38][C:39](O)=[O:40])=[O:36])([CH3:33])([CH3:32])[CH3:31].Cl.CN(C)CCCN=C=NCC. Product: [C:30]([O:34][C:35]([NH:37][CH2:38][C:39]([O:29][CH:26]1[CH2:27][CH2:28][CH:24]([N:8]2[C:4]3[N:5]=[CH:6][N:7]=[C:2]([NH2:1])[C:3]=3[C:10]([C:11]3[CH:12]=[CH:13][C:14]([O:17][C:18]4[CH:23]=[CH:22][CH:21]=[CH:20][CH:19]=4)=[CH:15][CH:16]=3)=[CH:9]2)[CH2:25]1)=[O:40])=[O:36])([CH3:33])([CH3:32])[CH3:31]. The catalyst class is: 456.